From a dataset of Catalyst prediction with 721,799 reactions and 888 catalyst types from USPTO. Predict which catalyst facilitates the given reaction. (1) Reactant: NC1(C2C=CC(C3C(=O)C4C(=CC=C(F)C=4)OC=3C3C=CC=CC=3)=CC=2)CCC1.C(OC(=O)[NH:36][C:37]1([C:41]2[CH:46]=[CH:45][C:44]([C:47]3[C:48](=[O:69])[C:49]4[C:54]([O:55][C:56]=3[C:57]3[CH:62]=[CH:61][CH:60]=[CH:59][CH:58]=3)=[C:53]3[N:63]([CH3:68])[N:64]=[C:65]([CH2:66][CH3:67])[C:52]3=[CH:51][CH:50]=4)=[CH:43][CH:42]=2)[CH2:40][CH2:39][CH2:38]1)(C)(C)C.C(O)(C(F)(F)F)=O.[ClH:78]. Product: [ClH:78].[NH2:36][C:37]1([C:41]2[CH:42]=[CH:43][C:44]([C:47]3[C:48](=[O:69])[C:49]4[C:54]([O:55][C:56]=3[C:57]3[CH:62]=[CH:61][CH:60]=[CH:59][CH:58]=3)=[C:53]3[N:63]([CH3:68])[N:64]=[C:65]([CH2:66][CH3:67])[C:52]3=[CH:51][CH:50]=4)=[CH:45][CH:46]=2)[CH2:40][CH2:39][CH2:38]1. The catalyst class is: 24. (2) Reactant: [NH2:1][C:2]1[C:7]([NH:8][C:9](=O)[CH2:10][CH2:11][C:12]2[CH:17]=[C:16]([CH3:18])[CH:15]=[C:14]([NH2:19])[N:13]=2)=[CH:6][C:5]([C:21]2[CH:26]=[CH:25][C:24]([Cl:27])=[CH:23][CH:22]=2)=[CH:4][N:3]=1. Product: [NH2:19][C:14]1[CH:15]=[C:16]([CH3:18])[CH:17]=[C:12]([CH2:11][CH2:10][C:9]2[NH:1][C:2]3=[N:3][CH:4]=[C:5]([C:21]4[CH:26]=[CH:25][C:24]([Cl:27])=[CH:23][CH:22]=4)[CH:6]=[C:7]3[N:8]=2)[N:13]=1. The catalyst class is: 98. (3) Reactant: [F:1][C:2]1[CH:9]=[C:8]([N+:10]([O-])=O)[C:5]([NH:6][CH3:7])=[C:4]([N+:13]([O-])=O)[CH:3]=1.C1CCCCC=1.C(=O)([O-])[O-].[Na+].[Na+].[N:28]([C:31]1[C:36]([CH3:37])=[CH:35][C:34]([CH3:38])=[CH:33][C:32]=1[CH3:39])=[C:29]=[S:30]. Product: [NH2:10][C:8]1[C:5]([NH:6][CH3:7])=[C:4]([NH:13][C:29]([NH:28][C:31]2[C:32]([CH3:39])=[CH:33][C:34]([CH3:38])=[CH:35][C:36]=2[CH3:37])=[S:30])[CH:3]=[C:2]([F:1])[CH:9]=1. The catalyst class is: 29. (4) Reactant: [CH2:1]([O:3][C:4](=[O:34])[CH:5]([C:10]1[CH:11]=[C:12]([C:24]2[CH:29]=[CH:28][C:27]([C:30]([F:33])([F:32])[F:31])=[CH:26][CH:25]=2)[CH:13]=[C:14](OS(C(F)(F)F)(=O)=O)[CH:15]=1)[CH2:6][CH:7]([CH3:9])[CH3:8])[CH3:2].[N:35]1[CH:40]=[CH:39][C:38](B(O)O)=[CH:37][CH:36]=1.COCCOC.C([O-])([O-])=O.[Na+].[Na+]. Product: [CH2:1]([O:3][C:4](=[O:34])[CH:5]([C:10]1[CH:11]=[C:12]([C:24]2[CH:25]=[CH:26][C:27]([C:30]([F:32])([F:33])[F:31])=[CH:28][CH:29]=2)[CH:13]=[C:14]([C:38]2[CH:39]=[CH:40][N:35]=[CH:36][CH:37]=2)[CH:15]=1)[CH2:6][CH:7]([CH3:9])[CH3:8])[CH3:2]. The catalyst class is: 518. (5) Reactant: C(=O)([O-])[O-].[K+].[K+].Br[CH2:8][C:9]1[CH:14]=[C:13]([O:15][CH2:16][CH3:17])[C:12]([C:18]2[CH:23]=[CH:22][C:21]([F:24])=[CH:20][CH:19]=2)=[C:11]([O:25][CH2:26][CH3:27])[CH:10]=1.[CH3:28][C:29]1([CH3:49])[C:32]2([CH2:36][C:35]([N:37]3[CH2:42][CH2:41][C:40]([CH3:48])([C:43]([O:45][CH2:46][CH3:47])=[O:44])[CH2:39][CH2:38]3)=[N:34][O:33]2)[CH2:31][NH:30]1.CN(C=O)C. Product: [CH2:16]([O:15][C:13]1[CH:14]=[C:9]([CH2:8][N:30]2[CH2:31][C:32]3([CH2:36][C:35]([N:37]4[CH2:42][CH2:41][C:40]([CH3:48])([C:43]([O:45][CH2:46][CH3:47])=[O:44])[CH2:39][CH2:38]4)=[N:34][O:33]3)[C:29]2([CH3:28])[CH3:49])[CH:10]=[C:11]([O:25][CH2:26][CH3:27])[C:12]=1[C:18]1[CH:23]=[CH:22][C:21]([F:24])=[CH:20][CH:19]=1)[CH3:17]. The catalyst class is: 84. (6) Reactant: C([O:4][C@@H:5]1[C@@H:32]([O:33]C(=O)C)[C@H:31]([O:37]C(=O)C)[C@@H:30]([CH2:41][O:42]C(=O)C)[O:29][C@H:6]1[O:7][C:8]1[CH:13]=[C:12]([O:14][CH3:15])[CH:11]=[CH:10][C:9]=1[CH2:16][C:17]1[CH:22]=[CH:21][C:20]([CH2:23][CH2:24][O:25][CH2:26][O:27][CH3:28])=[CH:19][CH:18]=1)(=O)C.[OH-].[Na+]. Product: [O:7]([C:8]1[CH:13]=[C:12]([O:14][CH3:15])[CH:11]=[CH:10][C:9]=1[CH2:16][C:17]1[CH:22]=[CH:21][C:20]([CH2:23][CH2:24][O:25][CH2:26][O:27][CH3:28])=[CH:19][CH:18]=1)[C@@H:6]1[O:29][C@H:30]([CH2:41][OH:42])[C@@H:31]([OH:37])[C@H:32]([OH:33])[C@H:5]1[OH:4]. The catalyst class is: 5. (7) Reactant: C1(C)C=CC(S([O:10][CH2:11][CH2:12][CH:13]2[CH2:18][CH2:17][O:16][CH2:15][CH2:14]2)(=O)=O)=CC=1.[OH:20][C:21]1[CH:26]=[C:25]([OH:27])[CH:24]=[CH:23][N:22]=1.C(=O)([O-])[O-].[K+].[K+].O. Product: [O:16]1[CH2:15][CH2:14][CH:13]([CH2:12][CH2:11][O:10][C:25]2[CH:24]=[CH:23][N:22]=[C:21]([OH:20])[CH:26]=2)[CH2:18][CH2:17]1.[O:16]1[CH2:15][CH2:14][CH:13]([CH2:12][CH2:11][O:10][C:21]2[CH:26]=[C:25]([OH:27])[CH:24]=[CH:23][N:22]=2)[CH2:18][CH2:17]1. The catalyst class is: 3.